From a dataset of Forward reaction prediction with 1.9M reactions from USPTO patents (1976-2016). Predict the product of the given reaction. (1) Given the reactants Cl[C:2]1[N:3]=[C:4]([NH:15][CH2:16][C:17]2[CH:18]=[N:19][C:20]3[C:25]([CH:26]=2)=[CH:24][CH:23]=[CH:22][CH:21]=3)[C:5]2[CH2:10][N:9]([CH:11]([CH3:13])[CH3:12])[C:8](=[O:14])[C:6]=2[N:7]=1.[N:27]1(C(OC(C)(C)C)=O)[CH2:32][CH2:31][NH:30][CH2:29][CH2:28]1.CCN(C(C)C)C(C)C.[C:49]([OH:55])([C:51]([F:54])([F:53])[F:52])=[O:50], predict the reaction product. The product is: [CH:11]([N:9]1[CH2:10][C:5]2[C:4]([NH:15][CH2:16][C:17]3[CH:18]=[N:19][C:20]4[C:25]([CH:26]=3)=[CH:24][CH:23]=[CH:22][CH:21]=4)=[N:3][C:2]([N:27]3[CH2:32][CH2:31][NH:30][CH2:29][CH2:28]3)=[N:7][C:6]=2[C:8]1=[O:14])([CH3:13])[CH3:12].[C:49]([OH:55])([C:51]([F:54])([F:53])[F:52])=[O:50]. (2) Given the reactants I[C:2]1[CH:11]=[C:10]2[C:5]([CH:6]=[C:7]([C:18]3[CH:19]=[CH:20][C:21]4[O:26][CH2:25][C:24](=[O:27])[NH:23][C:22]=4[CH:28]=3)[CH:8]([C:12]3[CH:17]=[CH:16][CH:15]=[CH:14][CH:13]=3)[O:9]2)=[CH:4][CH:3]=1.[CH3:29][S:30]([O-:32])=[O:31].[Na+].N1CCC[C@H]1C(O)=O.[OH-].[Na+], predict the reaction product. The product is: [CH3:29][S:30]([C:2]1[CH:11]=[C:10]2[C:5]([CH:6]=[C:7]([C:18]3[CH:19]=[CH:20][C:21]4[O:26][CH2:25][C:24](=[O:27])[NH:23][C:22]=4[CH:28]=3)[CH:8]([C:12]3[CH:17]=[CH:16][CH:15]=[CH:14][CH:13]=3)[O:9]2)=[CH:4][CH:3]=1)(=[O:32])=[O:31].